Dataset: Forward reaction prediction with 1.9M reactions from USPTO patents (1976-2016). Task: Predict the product of the given reaction. (1) Given the reactants [NH2:1][C:2]1[C:11]([C:12]2[S:13][C:14]3[CH:20]=[CH:19][C:18]([NH2:21])=[CH:17][C:15]=3[CH:16]=2)=[CH:10][C:5]([C:6]([O:8][CH3:9])=[O:7])=[CH:4][N:3]=1.[Cl:22][C:23]1[CH:28]=[C:27]([N:29]=[C:30]=[O:31])[CH:26]=[CH:25][C:24]=1[F:32], predict the reaction product. The product is: [NH2:1][C:2]1[C:11]([C:12]2[S:13][C:14]3[CH:20]=[CH:19][C:18]([NH:21][C:30]([NH:29][C:27]4[CH:26]=[CH:25][C:24]([F:32])=[C:23]([Cl:22])[CH:28]=4)=[O:31])=[CH:17][C:15]=3[CH:16]=2)=[CH:10][C:5]([C:6]([O:8][CH3:9])=[O:7])=[CH:4][N:3]=1. (2) Given the reactants C(OC([NH:11][C:12]1[C:13]([C:24]([OH:26])=[O:25])=[N:14][C:15]2[C:20]([CH:21]=1)=[CH:19][CH:18]=[C:17]([CH:22]=[CH2:23])[CH:16]=2)=O)C1C=CC=CC=1.[H][H], predict the reaction product. The product is: [NH2:11][C:12]1[C:13]([C:24]([OH:26])=[O:25])=[N:14][C:15]2[C:20]([CH:21]=1)=[CH:19][CH:18]=[C:17]([CH2:22][CH3:23])[CH:16]=2. (3) Given the reactants [N:1]1([C:5]([C:7]2[CH:36]=[CH:35][C:10]([O:11][C:12]3[CH:13]=[C:14]([C:24]4[NH:28][C:27]([C:29]5[O:30][C@@H:31]([CH3:34])[CH2:32][N:33]=5)=[CH:26][CH:25]=4)[CH:15]=[C:16]([O:18][C@@H:19]([CH3:23])[CH2:20][O:21]C)[CH:17]=3)=[C:9]([F:37])[CH:8]=2)=[O:6])[CH2:4][CH2:3][CH2:2]1.B(Br)(Br)Br.ClCCl.C(=O)([O-])O.[Na+], predict the reaction product. The product is: [N:1]1([C:5]([C:7]2[CH:36]=[CH:35][C:10]([O:11][C:12]3[CH:17]=[C:16]([CH:15]=[C:14]([C:24]4[NH:28][C:27]([C:29]5[O:30][C@@H:31]([CH3:34])[CH2:32][N:33]=5)=[CH:26][CH:25]=4)[CH:13]=3)[O:18][C@@H:19]([CH3:23])[CH2:20][OH:21])=[C:9]([F:37])[CH:8]=2)=[O:6])[CH2:4][CH2:3][CH2:2]1. (4) The product is: [CH3:1][O:2][C:3](=[O:22])[C@@H:4]([NH2:14])[CH2:5][CH2:6][O:7][C:8]1[CH:13]=[CH:12][CH:11]=[CH:10][CH:9]=1. Given the reactants [CH3:1][O:2][C:3](=[O:22])[C@@H:4]([NH:14]C(OC(C)(C)C)=O)[CH2:5][CH2:6][O:7][C:8]1[CH:13]=[CH:12][CH:11]=[CH:10][CH:9]=1.FC(F)(F)C(O)=O, predict the reaction product. (5) Given the reactants O1CCOCC1.Cl.C(OC([N:15]([CH2:30][C:31]1[CH:40]=[C:39]2[C:34]([CH2:35][CH2:36][CH2:37][N:38]2[CH3:41])=[CH:33][CH:32]=1)[C:16]1[CH:21]=[CH:20][C:19]([CH2:22][CH2:23][C:24]([O:26][CH2:27][CH3:28])=[O:25])=[C:18]([F:29])[CH:17]=1)=O)(C)(C)C, predict the reaction product. The product is: [F:29][C:18]1[CH:17]=[C:16]([NH:15][CH2:30][C:31]2[CH:40]=[C:39]3[C:34]([CH2:35][CH2:36][CH2:37][N:38]3[CH3:41])=[CH:33][CH:32]=2)[CH:21]=[CH:20][C:19]=1[CH2:22][CH2:23][C:24]([O:26][CH2:27][CH3:28])=[O:25]. (6) Given the reactants [F:1][CH2:2][CH2:3][CH2:4][O:5][C:6]1[CH:7]=[C:8]([CH:11]=[CH:12][CH:13]=1)[CH:9]=[O:10].[BH4-].[Na+], predict the reaction product. The product is: [F:1][CH2:2][CH2:3][CH2:4][O:5][C:6]1[CH:7]=[C:8]([CH2:9][OH:10])[CH:11]=[CH:12][CH:13]=1. (7) Given the reactants [F:1][C:2]1[CH:11]=[CH:10][C:9]([O:12][CH2:13][CH2:14][CH3:15])=[C:8]2[C:3]=1[C:4](=[O:41])[C:5]([C:28]1[CH:40]=[CH:39][C:31]([O:32][CH2:33][C:34]([O:36]CC)=O)=[CH:30][CH:29]=1)=[CH:6][N:7]2[CH2:16][C:17](=[O:27])[NH:18][CH2:19][CH2:20][N:21]1[CH2:26][CH2:25][O:24][CH2:23][CH2:22]1.[NH3:42].CO, predict the reaction product. The product is: [F:1][C:2]1[CH:11]=[CH:10][C:9]([O:12][CH2:13][CH2:14][CH3:15])=[C:8]2[C:3]=1[C:4](=[O:41])[C:5]([C:28]1[CH:29]=[CH:30][C:31]([O:32][CH2:33][C:34]([NH2:42])=[O:36])=[CH:39][CH:40]=1)=[CH:6][N:7]2[CH2:16][C:17](=[O:27])[NH:18][CH2:19][CH2:20][N:21]1[CH2:26][CH2:25][O:24][CH2:23][CH2:22]1. (8) The product is: [CH3:14][C:12]([O:15][C:16]([N:18]([C:36]([O:38][C:39]([CH3:42])([CH3:41])[CH3:40])=[O:37])[N:19]([C:27]1[C:32]([F:33])=[C:31]([N:7]2[CH2:8][CH2:9][N:4]([CH3:3])[CH2:5][C@H:6]2[CH3:10])[N:30]=[C:29]([Cl:35])[N:28]=1)[C:20]([O:22][C:23]([CH3:24])([CH3:25])[CH3:26])=[O:21])=[O:17])([CH3:11])[CH3:13]. Given the reactants Cl.Cl.[CH3:3][N:4]1[CH2:9][CH2:8][NH:7][C@H:6]([CH3:10])[CH2:5]1.[CH3:11][C:12]([O:15][C:16]([N:18]([C:36]([O:38][C:39]([CH3:42])([CH3:41])[CH3:40])=[O:37])[N:19]([C:27]1[C:32]([F:33])=[C:31](Cl)[N:30]=[C:29]([Cl:35])[N:28]=1)[C:20]([O:22][C:23]([CH3:26])([CH3:25])[CH3:24])=[O:21])=[O:17])([CH3:14])[CH3:13].C(N(CC)C(C)C)(C)C, predict the reaction product.